From a dataset of Full USPTO retrosynthesis dataset with 1.9M reactions from patents (1976-2016). Predict the reactants needed to synthesize the given product. (1) The reactants are: [Cl:1][C:2]1[CH:7]=[CH:6][CH:5]=[C:4]([F:8])[C:3]=1[NH:9][C:10]1[NH:14][C:13]2[CH:15]=[C:16]([OH:23])[C:17]([C:19]([O:21][CH3:22])=[O:20])=[CH:18][C:12]=2[N:11]=1.OS(O)(=O)=O.[N+:29]([O-])([O-:31])=[O:30].[K+]. Given the product [Cl:1][C:2]1[CH:7]=[CH:6][CH:5]=[C:4]([F:8])[C:3]=1[NH:9][C:10]1[NH:14][C:13]2[C:15]([N+:29]([O-:31])=[O:30])=[C:16]([OH:23])[C:17]([C:19]([O:21][CH3:22])=[O:20])=[CH:18][C:12]=2[N:11]=1, predict the reactants needed to synthesize it. (2) The reactants are: Cl.[Br:2][C:3]1[CH:8]=[CH:7][C:6]([C@H:9]2[CH2:14][CH2:13][NH:12][CH2:11][C@H:10]2[CH3:15])=[CH:5][CH:4]=1.[NH2:16][C:17]1[CH:18]=[C:19]([CH:23]=[CH:24][C:25]=1[CH3:26])[C:20](O)=[O:21].C(N(CC)C(C)C)(C)C.F[P-](F)(F)(F)(F)F.N1(OC(N(C)C)=[N+](C)C)C2C=CC=CC=2N=N1. Given the product [NH2:16][C:17]1[CH:18]=[C:19]([C:20]([N:12]2[CH2:13][CH2:14][C@H:9]([C:6]3[CH:7]=[CH:8][C:3]([Br:2])=[CH:4][CH:5]=3)[C@H:10]([CH3:15])[CH2:11]2)=[O:21])[CH:23]=[CH:24][C:25]=1[CH3:26], predict the reactants needed to synthesize it. (3) Given the product [Cl:27][C:23]1[CH:24]=[C:25]2[C:20](=[CH:21][C:22]=1[Cl:28])[NH:19][C:18]([C:17]1[CH:16]=[CH:15][C:11]([C:12]([NH:39][CH:40]3[CH2:41][C:42]([CH3:49])([CH3:48])[NH:43][C:44]([CH3:47])([CH3:46])[CH2:45]3)=[O:14])=[CH:10][C:9]=1[O:8][CH2:1][C:2]1[CH:7]=[CH:6][CH:5]=[CH:4][CH:3]=1)=[CH:26]2, predict the reactants needed to synthesize it. The reactants are: [CH2:1]([O:8][C:9]1[CH:10]=[C:11]([CH:15]=[CH:16][C:17]=1[C:18]1[NH:19][C:20]2[C:25]([CH:26]=1)=[CH:24][C:23]([Cl:27])=[C:22]([Cl:28])[CH:21]=2)[C:12]([OH:14])=O)[C:2]1[CH:7]=[CH:6][CH:5]=[CH:4][CH:3]=1.ON1C2C=CC=CC=2N=N1.[NH2:39][CH:40]1[CH2:45][C:44]([CH3:47])([CH3:46])[NH:43][C:42]([CH3:49])([CH3:48])[CH2:41]1.